From a dataset of Peptide-MHC class I binding affinity with 185,985 pairs from IEDB/IMGT. Regression. Given a peptide amino acid sequence and an MHC pseudo amino acid sequence, predict their binding affinity value. This is MHC class I binding data. (1) The peptide sequence is GYLEGTRTL. The MHC is HLA-B15:01 with pseudo-sequence HLA-B15:01. The binding affinity (normalized) is 0.0847. (2) The peptide sequence is KEKIVALREI. The MHC is H-2-Kk with pseudo-sequence H-2-Kk. The binding affinity (normalized) is 0.538. (3) The peptide sequence is GYSFSIPGY. The MHC is HLA-A26:01 with pseudo-sequence HLA-A26:01. The binding affinity (normalized) is 0.0847. (4) The peptide sequence is SARRHRILDIY. The MHC is Mamu-B17 with pseudo-sequence Mamu-B17. The binding affinity (normalized) is 0. (5) The peptide sequence is GHQAAMQML. The MHC is HLA-A01:01 with pseudo-sequence HLA-A01:01. The binding affinity (normalized) is 0. (6) The peptide sequence is GYSGGDIYHSV. The MHC is Patr-A0901 with pseudo-sequence Patr-A0901. The binding affinity (normalized) is 0.177. (7) The peptide sequence is RQLANAIFK. The MHC is HLA-B48:01 with pseudo-sequence HLA-B48:01. The binding affinity (normalized) is 0.0847.